From a dataset of Full USPTO retrosynthesis dataset with 1.9M reactions from patents (1976-2016). Predict the reactants needed to synthesize the given product. (1) The reactants are: Cl.Cl.C(OC([N:13]1[CH2:21][C:20]2[C:15](=[CH:16][CH:17]=[C:18]([CH2:22][N:23]3[CH2:28][CH2:27][N:26]([CH3:29])[CH2:25][CH2:24]3)[CH:19]=2)[CH2:14]1)=O)C1C=CC=CC=1.[H][H]. Given the product [CH3:29][N:26]1[CH2:27][CH2:28][N:23]([CH2:22][C:18]2[CH:19]=[C:20]3[C:15](=[CH:16][CH:17]=2)[CH2:14][NH:13][CH2:21]3)[CH2:24][CH2:25]1, predict the reactants needed to synthesize it. (2) The reactants are: [CH:1]1([N:4]2[C:13]3[C:8](=[CH:9][C:10]([F:16])=[C:11](F)[C:12]=3[CH3:14])[C:7](=[O:17])[NH:6][C:5]2=[O:18])[CH2:3][CH2:2]1.[Cl-].[NH4+:20]. Given the product [CH:1]1([N:4]2[C:13]3[C:8](=[CH:9][C:10]([F:16])=[C:11]([N:20]4[CH2:10][CH2:11][C@@H:12]([C@@H:13]([NH:4][CH3:1])[CH3:8])[CH2:14]4)[C:12]=3[CH3:14])[C:7](=[O:17])[NH:6][C:5]2=[O:18])[CH2:3][CH2:2]1, predict the reactants needed to synthesize it. (3) Given the product [CH:16]([NH:15][C:6]1[C:5]2[C:10](=[CH:11][C:2]([O:25][C:19]3[CH:24]=[CH:23][CH:22]=[CH:21][CH:20]=3)=[CH:3][CH:4]=2)[N:9]=[N:8][C:7]=1[C:12]([NH2:14])=[O:13])([CH3:18])[CH3:17], predict the reactants needed to synthesize it. The reactants are: I[C:2]1[CH:11]=[C:10]2[C:5]([C:6]([NH:15][CH:16]([CH3:18])[CH3:17])=[C:7]([C:12]([NH2:14])=[O:13])[N:8]=[N:9]2)=[CH:4][CH:3]=1.[C:19]1([OH:25])[CH:24]=[CH:23][CH:22]=[CH:21][CH:20]=1.C(=O)([O-])[O-].[Cs+].[Cs+]. (4) Given the product [F:26][C:20]1[CH:21]=[C:22]([F:25])[CH:23]=[CH:24][C:19]=1[C:17]1[N:29]=[N:28][C:4]2[CH2:3][C:2]([CH3:9])([CH3:1])[CH2:6][C:5]=2[CH:16]=1, predict the reactants needed to synthesize it. The reactants are: [CH3:1][C:2]1([CH3:9])[CH2:6][C:5](=O)[C:4](=O)[CH2:3]1.COP([CH2:16][C:17]([C:19]1[CH:24]=[CH:23][C:22]([F:25])=[CH:21][C:20]=1[F:26])=O)(=O)OC.O.[NH2:28][NH2:29]. (5) Given the product [C:7]([C:9]1[C:10]2[CH2:23][CH2:22][CH2:21][CH2:20][C:11]=2[S:12][C:13]=1[NH:14][C:15]([CH:17]1[CH2:19][CH2:18]1)=[O:16])(=[NH:1])[NH2:8], predict the reactants needed to synthesize it. The reactants are: [NH4+:1].[Cl-].C[Al](C)C.[C:7]([C:9]1[C:10]2[CH2:23][CH2:22][CH2:21][CH2:20][C:11]=2[S:12][C:13]=1[NH:14][C:15]([CH:17]1[CH2:19][CH2:18]1)=[O:16])#[N:8]. (6) Given the product [C:20]1([CH3:30])[CH:25]=[CH:24][C:23]([S:26]([O:7][CH2:8][C:9]#[C:10][C:11]2[CH:16]=[CH:15][C:14]([N+:17]([O-:19])=[O:18])=[CH:13][CH:12]=2)(=[O:28])=[O:27])=[CH:22][CH:21]=1, predict the reactants needed to synthesize it. The reactants are: N1C=CC=CC=1.[OH:7][CH2:8][C:9]#[C:10][C:11]1[CH:16]=[CH:15][C:14]([N+:17]([O-:19])=[O:18])=[CH:13][CH:12]=1.[C:20]1([CH3:30])[CH:25]=[CH:24][C:23]([S:26](Cl)(=[O:28])=[O:27])=[CH:22][CH:21]=1.Cl.